Dataset: TCR-epitope binding with 47,182 pairs between 192 epitopes and 23,139 TCRs. Task: Binary Classification. Given a T-cell receptor sequence (or CDR3 region) and an epitope sequence, predict whether binding occurs between them. (1) The epitope is SLVKPSFYV. The TCR CDR3 sequence is CASSQEPQGVSGYNEQFF. Result: 0 (the TCR does not bind to the epitope). (2) The epitope is KLWAQCVQL. The TCR CDR3 sequence is CASSSDYGGIEQYF. Result: 1 (the TCR binds to the epitope). (3) The epitope is GTSGSPIIDK. The TCR CDR3 sequence is CASGRTGPPNLWQFF. Result: 1 (the TCR binds to the epitope). (4) The epitope is FVDGVPFVV. The TCR CDR3 sequence is CAIGGGNTEAFF. Result: 1 (the TCR binds to the epitope). (5) The epitope is KEIDRLNEV. The TCR CDR3 sequence is CASITSTYSNQPQHF. Result: 0 (the TCR does not bind to the epitope). (6) The epitope is ATDALMTGY. The TCR CDR3 sequence is CASSQDNGGANVLTF. Result: 0 (the TCR does not bind to the epitope). (7) The epitope is RLQSLQTYV. The TCR CDR3 sequence is CASSLPAGDIQYF. Result: 0 (the TCR does not bind to the epitope).